This data is from Full USPTO retrosynthesis dataset with 1.9M reactions from patents (1976-2016). The task is: Predict the reactants needed to synthesize the given product. Given the product [NH2:25][C:8]1[N:7]=[C:6]([O:5][CH2:1][CH2:2][CH2:3][CH3:4])[N:14]=[C:13]2[C:9]=1[NH:10][C:11](=[O:23])[N:12]2[CH2:15][CH2:16][CH:17]1[CH2:22][CH2:21][N:20]([CH2:27][CH2:28][OH:29])[CH2:19][CH2:18]1, predict the reactants needed to synthesize it. The reactants are: [CH2:1]([O:5][C:6]1[N:14]=[C:13]2[C:9]([N:10]=[C:11]([O:23]C)[N:12]2[CH2:15][CH2:16][CH:17]2[CH2:22][CH2:21][NH:20][CH2:19][CH2:18]2)=[C:8]([NH2:25])[N:7]=1)[CH2:2][CH2:3][CH3:4].Br[CH2:27][CH2:28][OH:29].